Dataset: hERG potassium channel inhibition data for cardiac toxicity prediction from Karim et al.. Task: Regression/Classification. Given a drug SMILES string, predict its toxicity properties. Task type varies by dataset: regression for continuous values (e.g., LD50, hERG inhibition percentage) or binary classification for toxic/non-toxic outcomes (e.g., AMES mutagenicity, cardiotoxicity, hepatotoxicity). Dataset: herg_karim. (1) The compound is C[N@@+]1(CC2CC2)CC[C@]23c4c5ccc(O)c4O[C@H]2C(=O)CC[C@@]3(O)[C@H]1C5. The result is 0 (non-blocker). (2) The compound is CC1CN(CC2(c3ccc(C(N)=O)cc3)CC2)CCN1S(=O)(=O)c1ccc(C(C)(O)C(F)(F)F)cc1. The result is 1 (blocker). (3) The compound is O=C(NC1CCc2ccc(CCN3CCN(c4nsc5ccccc45)CC3)cc21)c1ccco1. The result is 1 (blocker). (4) The molecule is Cc1[nH]nc2c1c(=O)n(CCCN)c1cc3c(cc21)CCCC3. The result is 1 (blocker). (5) The molecule is COc1nc2c(CCC34CCC(NCc5ccc6c(n5)NC(=O)CO6)(CC3)CO4)c(F)cnc2cc1F. The result is 1 (blocker). (6) The molecule is CCN(CC)CCNC(=O)c1ccc2nc(-c3ccccc3)c(-c3ccc(CN4CCC(n5c(=O)[nH]c6ccccc65)CC4)cc3)nc2c1. The result is 0 (non-blocker). (7) The molecule is Cc1nc2ccccc2n1Cc1ccc(C(=O)N(C)[C@@H]2CCN(C3CCC3)C2)cc1. The result is 0 (non-blocker). (8) The molecule is COc1ccccc1Oc1ccccc1CN1CCC2(CC1)CCN(C(=O)c1ccccc1-c1nnn[nH]1)CC2. The result is 0 (non-blocker). (9) The drug is COc1cc(-c2cn(Cc3cccc4cccnc34)nn2)ccc1-n1cnc(C)c1. The result is 1 (blocker).